From a dataset of Full USPTO retrosynthesis dataset with 1.9M reactions from patents (1976-2016). Predict the reactants needed to synthesize the given product. (1) Given the product [Si:9]([O:16][CH:17]1[CH2:18][CH2:19][CH:20]([NH:4][C:3]2[CH:5]=[CH:6][CH:7]=[CH:8][C:2]=2[I:1])[CH2:21][CH2:22]1)([C:12]([CH3:15])([CH3:14])[CH3:13])([CH3:11])[CH3:10], predict the reactants needed to synthesize it. The reactants are: [I:1][C:2]1[CH:8]=[CH:7][CH:6]=[CH:5][C:3]=1[NH2:4].[Si:9]([O:16][CH:17]1[CH2:22][CH2:21][C:20](=O)[CH2:19][CH2:18]1)([C:12]([CH3:15])([CH3:14])[CH3:13])([CH3:11])[CH3:10].C(O)(=O)C.C(O[BH-](OC(=O)C)OC(=O)C)(=O)C.[Na+]. (2) Given the product [CH2:1]([O:3][C:4]([C:6]1[C:10]([CH3:11])=[CH:9][NH:8][C:7]=1[CH2:12][CH2:13][NH:14][CH2:15][C:16]1([OH:23])[CH2:17][CH2:18][N:19]([CH3:22])[CH2:20][CH2:21]1)=[O:5])[CH3:2], predict the reactants needed to synthesize it. The reactants are: [CH2:1]([O:3][C:4]([C:6]1[C:10]([CH3:11])=[CH:9][NH:8][C:7]=1[CH2:12][C:13](=O)[NH:14][CH2:15][C:16]1([OH:23])[CH2:21][CH2:20][N:19]([CH3:22])[CH2:18][CH2:17]1)=[O:5])[CH3:2].Cl.[OH-].[Na+]. (3) Given the product [Cl:3][C:4]([Cl:15])([Cl:14])[CH:5]=[CH:6][C:7]([OH:9])=[O:8], predict the reactants needed to synthesize it. The reactants are: [Li+].[OH-].[Cl:3][C:4]([Cl:15])([Cl:14])[CH:5]=[CH:6][C:7]([O:9]CCCC)=[O:8].Cl. (4) Given the product [CH2:35]([O:30][C:29](=[O:31])[C:28]1[CH:32]=[CH:33][C:25]([NH:24][C:22]([C:19]2[CH:20]=[CH:21][C:16]3[O:15][CH2:14][CH2:13][N:12]([S:9]([C:4]4[CH:5]=[C:6]([CH3:8])[CH:7]=[C:2]([CH3:1])[CH:3]=4)(=[O:11])=[O:10])[C:17]=3[CH:18]=2)=[O:23])=[CH:26][C:27]=1[F:34])[CH3:36], predict the reactants needed to synthesize it. The reactants are: [CH3:1][C:2]1[CH:3]=[C:4]([S:9]([N:12]2[C:17]3[CH:18]=[C:19]([C:22]([NH:24][C:25]4[CH:33]=[CH:32][C:28]([C:29]([OH:31])=[O:30])=[C:27]([F:34])[CH:26]=4)=[O:23])[CH:20]=[CH:21][C:16]=3[O:15][CH2:14][CH2:13]2)(=[O:11])=[O:10])[CH:5]=[C:6]([CH3:8])[CH:7]=1.[CH3:35][C:36]1C=C(S(Cl)(=O)=O)C=C(C)C=1. (5) Given the product [C:1]([N:3]=[C:4]([N:13]1[CH2:18][CH2:17][N:16]([C:22]2[N:26]([C:27]3[CH:32]=[CH:31][CH:30]=[CH:29][CH:28]=3)[N:25]=[N:24][N:23]=2)[CH2:15][C:14]1([CH3:20])[CH3:19])[NH:5][C:6]1[CH:11]=[CH:10][CH:9]=[CH:8][C:7]=1[CH3:12])#[N:2], predict the reactants needed to synthesize it. The reactants are: [C:1]([N:3]=[C:4]([N:13]1[CH2:18][CH2:17][NH:16][CH2:15][C:14]1([CH3:20])[CH3:19])[NH:5][C:6]1[CH:11]=[CH:10][CH:9]=[CH:8][C:7]=1[CH3:12])#[N:2].C[C:22]1[N:26]([C:27]2[CH:32]=[CH:31][CH:30]=[CH:29][CH:28]=2)[N:25]=[N:24][N:23]=1.[F-].[K+].C(N(CC)CC)C. (6) The reactants are: [CH3:1][S:2]([C:5]1[CH:10]=[CH:9][N:8]=[C:7]([N:11]2[C:18]3[C@@H:17]4[CH2:19][C@@H:16]4[CH2:15][C:14]=3[C:13]([C:20](O)=[O:21])=[N:12]2)[CH:6]=1)(=[O:4])=[O:3].[NH2:23][C@@H:24]([C:27]([CH3:30])([CH3:29])[CH3:28])[CH2:25][OH:26]. Given the product [OH:26][CH2:25][C@@H:24]([NH:23][C:20]([C:13]1[C:14]2[CH2:15][C@H:16]3[CH2:19][C@H:17]3[C:18]=2[N:11]([C:7]2[CH:6]=[C:5]([S:2]([CH3:1])(=[O:3])=[O:4])[CH:10]=[CH:9][N:8]=2)[N:12]=1)=[O:21])[C:27]([CH3:30])([CH3:29])[CH3:28], predict the reactants needed to synthesize it. (7) The reactants are: C(Cl)(=O)C(Cl)=O.[CH:7]1[C:19]2[CH:18]([CH2:20][O:21][C:22]([N:24]3[CH2:28][CH2:27][CH2:26][C@H:25]3[C:29]([OH:31])=[O:30])=[O:23])[C:17]3[C:12](=[CH:13][CH:14]=[CH:15][CH:16]=3)[C:11]=2[CH:10]=[CH:9][CH:8]=1.C(N(C(C)C)C(C)C)C.[C:41]([OH:46])(=[O:45])[C@H:42]([CH3:44])O. Given the product [CH:16]1[C:17]2[CH:18]([CH2:20][O:21][C:22]([N:24]3[CH2:28][CH2:27][CH2:26][C@H:25]3[C:29]([O:31][C@@H:42]([CH3:44])[C:41]([OH:46])=[O:45])=[O:30])=[O:23])[C:19]3[C:11](=[CH:10][CH:9]=[CH:8][CH:7]=3)[C:12]=2[CH:13]=[CH:14][CH:15]=1, predict the reactants needed to synthesize it. (8) Given the product [CH3:21][C:22]([CH3:24])([Si:25]([CH3:27])([CH3:26])[O:15][CH2:14][C@H:9]([C:10]([O:12][CH3:13])=[O:11])[NH:8][C:6](=[O:7])[O:5][C:1]([CH3:4])([CH3:3])[CH3:2])[CH3:23], predict the reactants needed to synthesize it. The reactants are: [C:1]([O:5][C:6]([NH:8][C@H:9]([CH2:14][OH:15])[C:10]([O:12][CH3:13])=[O:11])=[O:7])([CH3:4])([CH3:3])[CH3:2].N1C=CN=C1.[CH3:21][C:22]([Si:25](Cl)([CH3:27])[CH3:26])([CH3:24])[CH3:23].